This data is from Reaction yield outcomes from USPTO patents with 853,638 reactions. The task is: Predict the reaction yield, written as a fraction of the theoretical maximum amount of product (1.0 means a 100% yield; for example, 0.34 means a 34% yield). (1) The reactants are [CH:1]1[C:10]2[C:5](=[CH:6][CH:7]=[CH:8][CH:9]=2)[CH:4]=[C:3]([NH2:11])[N:2]=1.[Cl:12]N1C(=O)CCC1=O. The catalyst is CO. The product is [Cl:12][C:4]1[C:5]2[C:10](=[CH:9][CH:8]=[CH:7][CH:6]=2)[CH:1]=[N:2][C:3]=1[NH2:11]. The yield is 0.840. (2) The reactants are [H-].[Na+].[I-].[CH3:4][S+](C)(C)=O.[C:9]1([CH2:15][N:16]2[CH2:20][CH:19]=[C:18]([C:21]3[CH:26]=[CH:25][C:24]([C:27]([F:30])([F:29])[F:28])=[CH:23][N:22]=3)[CH2:17]2)[CH:14]=[CH:13][CH:12]=[CH:11][CH:10]=1.[Cl-].[NH4+]. The catalyst is CS(C)=O. The product is [C:9]1([CH2:15][N:16]2[CH2:20][CH:19]3[C:18]([C:21]4[CH:26]=[CH:25][C:24]([C:27]([F:29])([F:30])[F:28])=[CH:23][N:22]=4)([CH2:4]3)[CH2:17]2)[CH:14]=[CH:13][CH:12]=[CH:11][CH:10]=1. The yield is 0.890. (3) The reactants are [Cl:1][C:2]1[CH:7]=[CH:6][C:5]([CH2:8]Cl)=[CH:4][N:3]=1.[NH2:10][C:11]1[CH:16]=[CH:15][CH:14]=[CH:13][N:12]=1. The yield is 0.440. The catalyst is CN(C)C=O. The product is [ClH:1].[Cl:1][C:2]1[N:3]=[CH:4][C:5]([CH2:8][N:12]2[CH:13]=[CH:14][CH:15]=[CH:16][C:11]2=[NH:10])=[CH:6][CH:7]=1. (4) The reactants are [Cl-].O[NH3+:3].[C:4](=[O:7])([O-])[OH:5].[Na+].CS(C)=O.[O:13]1[C:17]2([CH2:22][CH2:21][CH:20]([N:23]3[C:28](=[O:29])[C:27]([CH2:30][C:31]4[CH:36]=[CH:35][C:34]([C:37]5[C:38]([C:43]#[N:44])=[CH:39][CH:40]=[CH:41][CH:42]=5)=[C:33]([N+:45]([O-:47])=[O:46])[CH:32]=4)=[C:26]([CH2:48][CH2:49][CH3:50])[N:25]4[N:51]=[CH:52][CH:53]=[C:24]34)[CH2:19][CH2:18]2)[O:16][CH2:15][CH2:14]1. The catalyst is C(OCC)(=O)C. The product is [O:13]1[C:17]2([CH2:22][CH2:21][CH:20]([N:23]3[C:28](=[O:29])[C:27]([CH2:30][C:31]4[CH:36]=[CH:35][C:34]([C:37]5[CH:42]=[CH:41][CH:40]=[CH:39][C:38]=5[C:43]5[NH:3][C:4](=[O:7])[O:5][N:44]=5)=[C:33]([N+:45]([O-:47])=[O:46])[CH:32]=4)=[C:26]([CH2:48][CH2:49][CH3:50])[N:25]4[N:51]=[CH:52][CH:53]=[C:24]34)[CH2:19][CH2:18]2)[O:16][CH2:15][CH2:14]1. The yield is 0.440. (5) The reactants are [CH3:1][C:2]([O:4][C:5]1[C:10]([C:11](Cl)=[O:12])=[CH:9][CH:8]=[CH:7][CH:6]=1)=[O:3].[NH2:14][C:15]1[S:16][C:17]([C:20]([F:23])([F:22])[F:21])=[N:18][N:19]=1. No catalyst specified. The product is [C:2]([O:4][C:5]1[CH:6]=[CH:7][CH:8]=[CH:9][C:10]=1[C:11]([NH:14][C:15]1[S:16][C:17]([C:20]([F:23])([F:22])[F:21])=[N:18][N:19]=1)=[O:12])(=[O:3])[CH3:1]. The yield is 0.511. (6) The reactants are C[O:2][C:3]([C:5]1[C:13]2[N:12]=[C:11]([C:14]3[CH:19]=[CH:18][C:17]([Cl:20])=[CH:16][CH:15]=3)[NH:10][C:9]=2[C:8]([OH:21])=[CH:7][CH:6]=1)=[O:4].O[Li].O. The catalyst is C1COCC1.CO.O. The product is [Cl:20][C:17]1[CH:16]=[CH:15][C:14]([C:11]2[NH:10][C:9]3[C:8]([OH:21])=[CH:7][CH:6]=[C:5]([C:3]([OH:4])=[O:2])[C:13]=3[N:12]=2)=[CH:19][CH:18]=1. The yield is 0.900. (7) The reactants are FC(F)(F)C(O)=O.C(OC(=O)[NH:14][C@@H:15]([CH2:29][N:30]1[CH2:35][C:34](=[O:36])[N:33]([C:37]2[CH:42]=[C:41]([F:43])[CH:40]=[CH:39][C:38]=2[CH3:44])[CH2:32][C:31]1([CH3:46])[CH3:45])[C@@H:16]([OH:28])[CH2:17][C@H:18]([C:20](=[O:27])[NH:21][CH:22]1[CH2:26][CH2:25][CH2:24][CH2:23]1)[CH3:19])(C)(C)C.[C:48]([OH:55])(=[O:54])/[CH:49]=[CH:50]/[C:51]([OH:53])=[O:52].[CH:56]1([NH:61][C:62](=[O:88])[C@H:63]([CH3:87])[CH2:64][C@H:65]([OH:86])[C@@H:66]([NH2:85])[CH2:67][N:68]2[CH2:73][C:72](=[O:74])[N:71]([C:75]3[CH:80]=[C:79]([F:81])[CH:78]=[CH:77][C:76]=3[CH3:82])[CH2:70][C:69]2([CH3:84])[CH3:83])[CH2:60][CH2:59][CH2:58][CH2:57]1. The catalyst is C(Cl)Cl.CO. The product is [C:48]([OH:55])(=[O:54])/[CH:49]=[CH:50]/[C:51]([OH:53])=[O:52].[CH:22]1([NH:21][C:20](=[O:27])[C@H:18]([CH3:19])[CH2:17][C@H:16]([OH:28])[C@@H:15]([NH2:14])[CH2:29][N:30]2[CH2:35][C:34](=[O:36])[N:33]([C:37]3[CH:42]=[C:41]([F:43])[CH:40]=[CH:39][C:38]=3[CH3:44])[CH2:32][C:31]2([CH3:46])[CH3:45])[CH2:26][CH2:25][CH2:24][CH2:23]1.[NH2:85][C@@H:66]([CH2:67][N:68]1[CH2:73][C:72](=[O:74])[N:71]([C:75]2[CH:80]=[C:79]([F:81])[CH:78]=[CH:77][C:76]=2[CH3:82])[CH2:70][C:69]1([CH3:83])[CH3:84])[C@@H:65]([OH:86])[CH2:64][C@@H:63]([CH3:87])[C:62]([NH:61][CH:56]1[CH2:57][CH2:58][CH2:59][CH2:60]1)=[O:88]. The yield is 0.840.